Dataset: TCR-epitope binding with 47,182 pairs between 192 epitopes and 23,139 TCRs. Task: Binary Classification. Given a T-cell receptor sequence (or CDR3 region) and an epitope sequence, predict whether binding occurs between them. The epitope is NLVPMVATV. The TCR CDR3 sequence is CASSSLQSEPQHF. Result: 0 (the TCR does not bind to the epitope).